From a dataset of Forward reaction prediction with 1.9M reactions from USPTO patents (1976-2016). Predict the product of the given reaction. (1) Given the reactants [Cl:1]N1C(=O)CCC1=O.[S:9]1[CH:13]=[CH:12][C:11]([C:14]#[N:15])=[CH:10]1.C([O-])([O-])=O.[K+].[K+], predict the reaction product. The product is: [ClH:1].[Cl:1][C:13]1[S:9][CH:10]=[C:11]([CH2:14][NH2:15])[CH:12]=1. (2) Given the reactants [CH:1]1[C:9]2[C:8]3[CH:10]=[CH:11][CH:12]=[CH:13][C:7]=3[O:6][C:5]=2[CH:4]=[CH:3][C:2]=1[CH:14]=[O:15].[BH4-].[Na+], predict the reaction product. The product is: [CH:1]1[C:9]2[C:8]3[CH:10]=[CH:11][CH:12]=[CH:13][C:7]=3[O:6][C:5]=2[CH:4]=[CH:3][C:2]=1[CH2:14][OH:15]. (3) Given the reactants C[O:2][C:3](=[O:38])[CH2:4][C:5]1[CH:6]=[C:7]([C:13]2[CH:18]=[CH:17][C:16]([C:19]([F:22])([F:21])[F:20])=[CH:15][C:14]=2[CH2:23][N:24]([C:27]([O:29][CH2:30][C:31]2[CH:36]=[CH:35][CH:34]=[CH:33][C:32]=2[Cl:37])=[O:28])[CH2:25][CH3:26])[C:8]([O:11][CH3:12])=[CH:9][CH:10]=1.[OH-].[Na+].Cl, predict the reaction product. The product is: [Cl:37][C:32]1[CH:33]=[CH:34][CH:35]=[CH:36][C:31]=1[CH2:30][O:29][C:27]([N:24]([CH2:23][C:14]1[CH:15]=[C:16]([C:19]([F:21])([F:22])[F:20])[CH:17]=[CH:18][C:13]=1[C:7]1[C:8]([O:11][CH3:12])=[CH:9][CH:10]=[C:5]([CH2:4][C:3]([OH:38])=[O:2])[CH:6]=1)[CH2:25][CH3:26])=[O:28]. (4) Given the reactants [H-].[Na+].[CH2:3]([O:10][CH2:11][CH:12]([OH:17])[CH2:13][CH2:14][CH2:15][OH:16])[C:4]1[CH:9]=[CH:8][CH:7]=[CH:6][CH:5]=1.[CH:18]([Si:21](Cl)([CH:25]([CH3:27])[CH3:26])[CH:22]([CH3:24])[CH3:23])([CH3:20])[CH3:19].C(OCC)(=O)C, predict the reaction product. The product is: [CH2:3]([O:10][CH2:11][CH:12]([OH:17])[CH2:13][CH2:14][CH2:15][O:16][Si:21]([CH:25]([CH3:27])[CH3:26])([CH:22]([CH3:24])[CH3:23])[CH:18]([CH3:20])[CH3:19])[C:4]1[CH:9]=[CH:8][CH:7]=[CH:6][CH:5]=1. (5) The product is: [Cl:1][C:2]1[CH:29]=[CH:28][C:5]2[N:6]([CH2:19][C:20]3[CH:25]=[CH:24][C:23]([O:26][CH3:27])=[CH:22][CH:21]=3)[C:7](=[O:18])[CH:8]([CH2:36][C:37]3[CH:44]=[CH:43][CH:42]=[CH:41][C:38]=3[CH3:39])[N:9]=[C:10]([C:11]3[CH:16]=[CH:15][C:14]([F:17])=[CH:13][CH:12]=3)[C:4]=2[CH:3]=1. Given the reactants [Cl:1][C:2]1[CH:29]=[CH:28][C:5]2[N:6]([CH2:19][C:20]3[CH:25]=[CH:24][C:23]([O:26][CH3:27])=[CH:22][CH:21]=3)[C:7](=[O:18])[CH2:8][N:9]=[C:10]([C:11]3[CH:16]=[CH:15][C:14]([F:17])=[CH:13][CH:12]=3)[C:4]=2[CH:3]=1.CC(C)([O-])C.[K+].[CH3:36][C:37]1[CH:44]=[CH:43][CH:42]=[CH:41][C:38]=1[CH2:39]Br, predict the reaction product.